This data is from Forward reaction prediction with 1.9M reactions from USPTO patents (1976-2016). The task is: Predict the product of the given reaction. (1) Given the reactants Cl[C:2]1[C:7]([C:8]([NH:10][C:11]2[CH:16]=[CH:15][C:14]([O:17][CH3:18])=[CH:13][CH:12]=2)=[O:9])=[CH:6][CH:5]=[CH:4][N:3]=1.[N:19]1[CH:24]=[CH:23][C:22]([N:25]2[CH2:30][CH2:29][CH:28]([CH2:31][NH2:32])[CH2:27][CH2:26]2)=[CH:21][CH:20]=1.C(N(CC)CC)C, predict the reaction product. The product is: [CH3:18][O:17][C:14]1[CH:15]=[CH:16][C:11]([NH:10][C:8]([C:7]2[C:2]([NH:32][CH2:31][CH:28]3[CH2:27][CH2:26][N:25]([C:22]4[CH:23]=[CH:24][N:19]=[CH:20][CH:21]=4)[CH2:30][CH2:29]3)=[N:3][CH:4]=[CH:5][CH:6]=2)=[O:9])=[CH:12][CH:13]=1. (2) Given the reactants F[C:2]1[CH:7]=[CH:6][C:5]([N+:8]([O-:10])=[O:9])=[CH:4][CH:3]=1.[F:11][C:12]([F:17])([F:16])[CH:13]([OH:15])[CH3:14].C([O-])([O-])=O.[Cs+].[Cs+], predict the reaction product. The product is: [N+:8]([C:5]1[CH:6]=[CH:7][C:2]([O:15][CH:13]([CH3:14])[C:12]([F:17])([F:16])[F:11])=[CH:3][CH:4]=1)([O-:10])=[O:9]. (3) Given the reactants [C:1]([CH:5]1[CH2:14][CH2:13][C:12]2[N:11]=[C:10]([S:15]([CH2:17][C:18]#[N:19])=[O:16])[C:9]([C:20]#[N:21])=[CH:8][C:7]=2[CH2:6]1)([CH3:4])([CH3:3])[CH3:2].[H-].[Na+], predict the reaction product. The product is: [NH2:21][C:20]1[C:9]2[C:10](=[N:11][C:12]3[CH2:13][CH2:14][CH:5]([C:1]([CH3:4])([CH3:2])[CH3:3])[CH2:6][C:7]=3[CH:8]=2)[S:15](=[O:16])[C:17]=1[C:18]#[N:19]. (4) Given the reactants [Na].[N:2]1[CH:7]=[CH:6][CH:5]=[CH:4][C:3]=1[SH:8].[C:9]([O:13][C:14](=[O:22])[NH:15][C@@H:16]1[CH2:20][CH2:19][O:18][C:17]1=[O:21])([CH3:12])([CH3:11])[CH3:10], predict the reaction product. The product is: [C:9]([O:13][C:14]([NH:15][C@@H:16]([CH2:20][CH2:19][S:8][C:3]1[CH:4]=[CH:5][CH:6]=[CH:7][N:2]=1)[C:17]([OH:21])=[O:18])=[O:22])([CH3:12])([CH3:11])[CH3:10]. (5) Given the reactants [NH2:1][C@H:2]([CH2:30][C:31]1[CH:36]=[CH:35][CH:34]=[CH:33][CH:32]=1)[CH2:3][C:4]([N:6]1[CH2:29][CH2:28][CH2:27][C@H:7]1[C:8]([NH:10][CH2:11][C:12]1[CH:17]=[C:16](Cl)[CH:15]=[CH:14][C:13]=1[O:19][CH2:20][C:21]([NH:23][CH:24]1[CH2:26][CH2:25]1)=[O:22])=[O:9])=[O:5].[H][H], predict the reaction product. The product is: [NH2:1][C@H:2]([CH2:30][C:31]1[CH:32]=[CH:33][CH:34]=[CH:35][CH:36]=1)[CH2:3][C:4]([N:6]1[CH2:29][CH2:28][CH2:27][C@H:7]1[C:8]([NH:10][CH2:11][C:12]1[CH:17]=[CH:16][CH:15]=[CH:14][C:13]=1[O:19][CH2:20][C:21]([NH:23][CH:24]1[CH2:26][CH2:25]1)=[O:22])=[O:9])=[O:5]. (6) Given the reactants [CH2:1]([C@H:3]1[N:12]([CH:13]([CH3:15])[CH3:14])[C:11]2[N:10]=[C:9]([NH:16][C:17]3[CH:22]=[CH:21][C:20]([N:23]4[CH2:28][CH2:27][N:26]([CH2:29][CH2:30][CH2:31][NH:32]C(=O)OCC5C=CC=CC=5)[CH2:25][CH2:24]4)=[CH:19][C:18]=3[O:43][CH3:44])[N:8]=[CH:7][C:6]=2[N:5]([CH3:45])[C:4]1=[O:46])[CH3:2].[H][H], predict the reaction product. The product is: [NH2:32][CH2:31][CH2:30][CH2:29][N:26]1[CH2:27][CH2:28][N:23]([C:20]2[CH:21]=[CH:22][C:17]([NH:16][C:9]3[N:8]=[CH:7][C:6]4[N:5]([CH3:45])[C:4](=[O:46])[C@@H:3]([CH2:1][CH3:2])[N:12]([CH:13]([CH3:14])[CH3:15])[C:11]=4[N:10]=3)=[C:18]([O:43][CH3:44])[CH:19]=2)[CH2:24][CH2:25]1.